Dataset: Full USPTO retrosynthesis dataset with 1.9M reactions from patents (1976-2016). Task: Predict the reactants needed to synthesize the given product. (1) Given the product [CH3:13][Si:14]([CH3:16])([CH3:15])[C:17]#[C:18][C:2]1[CH:7]=[CH:6][C:5]([CH2:8][C:9]([O:11][CH3:12])=[O:10])=[CH:4][CH:3]=1, predict the reactants needed to synthesize it. The reactants are: I[C:2]1[CH:7]=[CH:6][C:5]([CH2:8][C:9]([O:11][CH3:12])=[O:10])=[CH:4][CH:3]=1.[CH3:13][Si:14]([C:17]#[CH:18])([CH3:16])[CH3:15]. (2) Given the product [CH2:1]([S:3]([C:6]1[CH:7]=[CH:8][C:9]([CH2:10][NH:11][C:12]([C:14]2[CH:15]=[C:16]3[CH2:22][NH:21][C@@H:20]([CH:30]([CH3:31])[CH3:32])[C:17]3=[N:18][CH:19]=2)=[O:13])=[CH:33][CH:34]=1)(=[O:5])=[O:4])[CH3:2], predict the reactants needed to synthesize it. The reactants are: [CH2:1]([S:3]([C:6]1[CH:34]=[CH:33][C:9]([CH2:10][NH:11][C:12]([C:14]2[CH:15]=[C:16]3[CH2:22][N:21](C(OC(C)(C)C)=O)[C@@H:20]([CH:30]([CH3:32])[CH3:31])[C:17]3=[N:18][CH:19]=2)=[O:13])=[CH:8][CH:7]=1)(=[O:5])=[O:4])[CH3:2].FC(F)(F)C(O)=O.